This data is from Full USPTO retrosynthesis dataset with 1.9M reactions from patents (1976-2016). The task is: Predict the reactants needed to synthesize the given product. Given the product [CH:19]1[C:12]2[CH2:11][CH:10]3[CH:14]([C:13]=2[S:17][CH:18]=1)[CH2:15][CH2:16][NH:8][CH2:9]3, predict the reactants needed to synthesize it. The reactants are: C([N:8]1[CH2:16][CH2:15][CH:14]2[CH:10]([CH2:11][C:12]3[CH:19]=[CH:18][S:17][C:13]=32)[CH2:9]1)C1C=CC=CC=1.C([O-])([O-])=O.[K+].[K+].CC(Cl)OC(Cl)=O.